This data is from Peptide-MHC class I binding affinity with 185,985 pairs from IEDB/IMGT. The task is: Regression. Given a peptide amino acid sequence and an MHC pseudo amino acid sequence, predict their binding affinity value. This is MHC class I binding data. The peptide sequence is LITCKAFGLY. The MHC is Mamu-B17 with pseudo-sequence Mamu-B17. The binding affinity (normalized) is 0.262.